This data is from Forward reaction prediction with 1.9M reactions from USPTO patents (1976-2016). The task is: Predict the product of the given reaction. (1) The product is: [OH:22][C:14]1[C:15]2[CH:21]=[CH:20][N:19]=[CH:18][C:16]=2[N:17]=[C:12]([O:11][C:9]2[CH:8]=[N:7][N:6]([C@@H:3]3[CH2:4][CH2:5][N:1]([C:23](=[O:25])[CH3:24])[CH2:2]3)[CH:10]=2)[N:13]=1. Given the reactants [NH:1]1[CH2:5][CH2:4][C@@H:3]([N:6]2[CH:10]=[C:9]([O:11][C:12]3[N:13]=[C:14]([OH:22])[C:15]4[CH:21]=[CH:20][N:19]=[CH:18][C:16]=4[N:17]=3)[CH:8]=[N:7]2)[CH2:2]1.[C:23](Cl)(=[O:25])[CH3:24], predict the reaction product. (2) Given the reactants [CH3:1][C:2]1([CH3:23])[CH2:6][C:5]2[CH:7]=[CH:8][CH:9]=[C:10]([NH:11][C:12]3[O:13][CH2:14][C:15]4[CH:21]=[C:20]([NH2:22])[CH:19]=[CH:18][C:16]=4[N:17]=3)[C:4]=2[O:3]1.[CH:24]([N:27]=[C:28]=[O:29])([CH3:26])[CH3:25], predict the reaction product. The product is: [CH3:1][C:2]1([CH3:23])[CH2:6][C:5]2[CH:7]=[CH:8][CH:9]=[C:10]([NH:11][C:12]3[O:13][CH2:14][C:15]4[CH:21]=[C:20]([NH:22][C:28]([NH:27][CH:24]([CH3:26])[CH3:25])=[O:29])[CH:19]=[CH:18][C:16]=4[N:17]=3)[C:4]=2[O:3]1. (3) Given the reactants Br[C:2]1[CH:7]=[CH:6][C:5]([N+:8]([O-:10])=[O:9])=[CH:4][CH:3]=1.[CH3:11][O:12][C:13]1[CH:19]=[CH:18][C:16]([NH2:17])=[CH:15][CH:14]=1, predict the reaction product. The product is: [CH3:11][O:12][C:13]1[CH:19]=[CH:18][C:16]([NH:17][C:2]2[CH:7]=[CH:6][C:5]([N+:8]([O-:10])=[O:9])=[CH:4][CH:3]=2)=[CH:15][CH:14]=1.